Dataset: Catalyst prediction with 721,799 reactions and 888 catalyst types from USPTO. Task: Predict which catalyst facilitates the given reaction. (1) Reactant: [Br:1][C:2]1[CH:7]=[C:6]([CH2:8][OH:9])[CH:5]=[CH:4][N:3]=1.CCN(C(C)C)C(C)C.[CH3:19][S:20](Cl)(=[O:22])=[O:21]. Product: [Br:1][C:2]1[CH:7]=[C:6]([CH2:8][O:9][S:20]([CH3:19])(=[O:22])=[O:21])[CH:5]=[CH:4][N:3]=1. The catalyst class is: 4. (2) Reactant: [NH2:1][C:2]1[N:10]=[CH:9][CH:8]=[CH:7][C:3]=1[C:4]([OH:6])=O.[CH3:11][O:12][C:13]1[CH:20]=[CH:19][C:16]([CH2:17][NH2:18])=[CH:15][CH:14]=1.CCN=C=NCCCN(C)C.N1C=CC=CC=1. Product: [CH3:11][O:12][C:13]1[CH:20]=[CH:19][C:16]([CH2:17][NH:18][C:4](=[O:6])[C:3]2[CH:7]=[CH:8][CH:9]=[N:10][C:2]=2[NH2:1])=[CH:15][CH:14]=1. The catalyst class is: 6. (3) The catalyst class is: 3. Reactant: [NH2:1][C:2]1[CH:3]=[CH:4][C:5]([O:18][CH3:19])=[C:6]([NH:8][C:9](=[O:17])[CH2:10][N:11]2[CH2:16][CH2:15][O:14][CH2:13][CH2:12]2)[CH:7]=1.[C:20]1([C:26]2[S:30][C:29]([C:31]([O-])=[O:32])=[N:28][CH:27]=2)[CH:25]=[CH:24][CH:23]=[CH:22][CH:21]=1.[Li+].F[P-](F)(F)(F)(F)F.N1(O[P+](N2CCCC2)(N2CCCC2)N2CCCC2)C2C=CC=CC=2N=N1.C(N(C(C)C)CC)(C)C. Product: [CH3:19][O:18][C:5]1[CH:4]=[CH:3][C:2]([NH:1][C:31]([C:29]2[S:30][C:26]([C:20]3[CH:21]=[CH:22][CH:23]=[CH:24][CH:25]=3)=[CH:27][N:28]=2)=[O:32])=[CH:7][C:6]=1[NH:8][C:9](=[O:17])[CH2:10][N:11]1[CH2:16][CH2:15][O:14][CH2:13][CH2:12]1. (4) Reactant: [Br:1][C:2]1[C:7]([OH:8])=[CH:6][CH:5]=[C:4](Cl)[N:3]=1.[CH3:10][O-:11].[Na+]. Product: [Br:1][C:2]1[C:7]([OH:8])=[CH:6][CH:5]=[C:4]([O:11][CH3:10])[N:3]=1. The catalyst class is: 3. (5) Reactant: [N:1]([CH:4]([CH2:27][CH:28]([CH2:32][C:33]1[CH:38]=[CH:37][C:36]([O:39][CH3:40])=[C:35]([O:41][CH2:42][CH2:43][CH2:44][O:45][CH3:46])[CH:34]=1)[CH:29]([CH3:31])[CH3:30])[CH:5]([OH:26])[CH2:6][CH:7]([CH:23]([CH3:25])[CH3:24])[C:8]([NH:10][C@@H:11]1[CH2:15][CH2:14][N:13](C(OC(C)(C)C)=O)[CH2:12]1)=[O:9])=[N+:2]=[N-:3]. Product: [NH:13]1[CH2:14][CH2:15][C@@H:11]([NH:10][C:8](=[O:9])[CH:7]([CH:23]([CH3:25])[CH3:24])[CH2:6][CH:5]([OH:26])[CH:4]([N:1]=[N+:2]=[N-:3])[CH2:27][CH:28]([CH2:32][C:33]2[CH:38]=[CH:37][C:36]([O:39][CH3:40])=[C:35]([O:41][CH2:42][CH2:43][CH2:44][O:45][CH3:46])[CH:34]=2)[CH:29]([CH3:30])[CH3:31])[CH2:12]1. The catalyst class is: 89. (6) Reactant: CC(C1C=CN=C(C2C=C(C(C)(C)C)C=CN=2)C=1)(C)C.[B:21]1([B:30]2[O:34][C:33]([CH3:36])([CH3:35])[C:32]([CH3:38])([CH3:37])[O:31]2)[O:25][C:24]([CH3:27])([CH3:26])[C:23]([CH3:29])([CH3:28])[O:22]1.[Cl:39][C:40]1[C:45]([F:46])=[CH:44][CH:43]=[CH:42][N:41]=1. Product: [Cl:39][C:40]1[C:45]([F:46])=[C:44]([B:30]2[O:31][C:32]([CH3:37])([CH3:38])[C:33]([CH3:35])([CH3:36])[O:34]2)[CH:43]=[CH:42][N:41]=1.[Cl:39][C:40]1[C:45]([F:46])=[CH:44][C:43]([B:21]2[O:25][C:24]([CH3:27])([CH3:26])[C:23]([CH3:29])([CH3:28])[O:22]2)=[CH:42][N:41]=1. The catalyst class is: 1.